Dataset: Full USPTO retrosynthesis dataset with 1.9M reactions from patents (1976-2016). Task: Predict the reactants needed to synthesize the given product. (1) The reactants are: Cl[C:2]1[C:7]([N+:8]([O-:10])=[O:9])=[CH:6][CH:5]=[C:4]([O:11][CH3:12])[N:3]=1.CC1(C)C(C)(C)OB([C:21]2[S:22][C:23](B3OC(C)(C)C(C)(C)O3)=[CH:24][CH:25]=2)O1.Br[C:37]1[CH:42]=[CH:41][C:40]([F:43])=[CH:39][CH:38]=1.C([O-])([O-])=O.[Na+].[Na+]. Given the product [F:43][C:40]1[CH:41]=[CH:42][C:37]([C:23]2[S:22][C:21]([C:2]3[C:7]([N+:8]([O-:10])=[O:9])=[CH:6][CH:5]=[C:4]([O:11][CH3:12])[N:3]=3)=[CH:25][CH:24]=2)=[CH:38][CH:39]=1, predict the reactants needed to synthesize it. (2) Given the product [OH:9][C:3]1[C:4](=[O:5])[CH:6]=[CH:7][NH:11][C:2]=1[CH3:1], predict the reactants needed to synthesize it. The reactants are: [CH3:1][C:2]1O[CH:7]=[CH:6][C:4](=[O:5])[C:3]=1[OH:9].[OH-].[NH4+:11]. (3) Given the product [F:49][C:30]1[CH:29]=[C:28]([NH:27][C:10]([C:7]2[C:6](=[O:13])[N:5]([C:14]3[CH:15]=[CH:16][CH:17]=[CH:18][CH:19]=3)[N:4]([CH2:3][C:2]([OH:1])([CH3:20])[CH3:21])[C:8]=2[CH3:9])=[O:12])[CH:48]=[CH:47][C:31]=1[O:32][C:33]1[CH:34]=[C:35]([NH:39][C:40]([N:42]2[CH2:43][CH2:44][CH2:45][CH2:46]2)=[O:41])[N:36]=[CH:37][N:38]=1, predict the reactants needed to synthesize it. The reactants are: [OH:1][C:2]([CH3:21])([CH3:20])[CH2:3][N:4]1[C:8]([CH3:9])=[C:7]([C:10]([OH:12])=O)[C:6](=[O:13])[N:5]1[C:14]1[CH:19]=[CH:18][CH:17]=[CH:16][CH:15]=1.CN(C=O)C.[NH2:27][C:28]1[CH:48]=[CH:47][C:31]([O:32][C:33]2[N:38]=[CH:37][N:36]=[C:35]([NH:39][C:40]([N:42]3[CH2:46][CH2:45][CH2:44][CH2:43]3)=[O:41])[CH:34]=2)=[C:30]([F:49])[CH:29]=1.CN(C(ON1N=NC2C=CC=NC1=2)=[N+](C)C)C.F[P-](F)(F)(F)(F)F. (4) Given the product [F:1][C:2]1/[C:3](=[N:20]\[CH3:28])/[N:4]([CH3:5])[C:21](=[O:24])[N:6]([S:8]([C:11]2[CH:16]=[CH:15][C:14]([O:17][CH3:18])=[CH:13][CH:12]=2)(=[O:10])=[O:9])[CH:7]=1, predict the reactants needed to synthesize it. The reactants are: [F:1][C:2]1[C:3](=[NH:20])[NH:4][C:5](=O)[N:6]([S:8]([C:11]2[CH:16]=[CH:15][C:14]([O:17][CH3:18])=[CH:13][CH:12]=2)(=[O:10])=[O:9])[CH:7]=1.[C:21](=[O:24])([O-])[O-].[K+].[K+].I[CH3:28]. (5) Given the product [OH:26][C:24]1[C:23]2[CH:29]=[C:30](/[CH:33]=[CH:34]/[C:35]([OH:37])=[O:36])[CH:31]=[N:32][C:22]=2[NH:21][C:16](=[O:20])[C:17]=1[CH2:18][CH3:19], predict the reactants needed to synthesize it. The reactants are: C[Si]([N-][Si](C)(C)C)(C)C.[Na+].C1COCC1.[C:16]([NH:21][C:22]1[N:32]=[CH:31][C:30](/[CH:33]=[CH:34]/[C:35]([O:37]CC)=[O:36])=[CH:29][C:23]=1[C:24]([O:26]CC)=O)(=[O:20])[CH2:17][CH2:18][CH3:19].CO. (6) Given the product [NH2:8][C:11]1[CH:12]=[N:13][C:14]2[C:19]([C:20]=1[NH:21][CH2:22][CH2:23][NH:24][C:25](=[O:31])[O:26][C:27]([CH3:29])([CH3:28])[CH3:30])=[CH:18][CH:17]=[CH:16][CH:15]=2, predict the reactants needed to synthesize it. The reactants are: S([O-])([O-])(=O)=O.[Na+].[Na+].[N+:8]([C:11]1[CH:12]=[N:13][C:14]2[C:19]([C:20]=1[NH:21][CH2:22][CH2:23][NH:24][C:25](=[O:31])[O:26][C:27]([CH3:30])([CH3:29])[CH3:28])=[CH:18][CH:17]=[CH:16][CH:15]=2)([O-])=O.[H][H]. (7) Given the product [C:3]([O:7][C:8]([N:10]([CH3:22])[C:11]1[S:12][C:13]([C:16]([O:18][CH2:19][CH3:20])=[O:17])=[CH:14][N:15]=1)=[O:9])([CH3:6])([CH3:5])[CH3:4], predict the reactants needed to synthesize it. The reactants are: [H-].[Na+].[C:3]([O:7][C:8]([NH:10][C:11]1[S:12][C:13]([C:16]([O:18][CH2:19][CH3:20])=[O:17])=[CH:14][N:15]=1)=[O:9])([CH3:6])([CH3:5])[CH3:4].I[CH3:22].[OH-].[Na+].